Dataset: Forward reaction prediction with 1.9M reactions from USPTO patents (1976-2016). Task: Predict the product of the given reaction. (1) The product is: [Cl:1][C:2]1[CH:3]=[CH:4][C:5]2[N:6]([C:8]([CH2:11][C:13]3[CH:14]=[C:15]4[C:19](=[CH:20][C:21]=3[F:22])[N:18]([CH3:23])[N:17]=[CH:16]4)=[CH:9][N:10]=2)[N:7]=1. Given the reactants [Cl:1][C:2]1[CH:3]=[CH:4][C:5]2[N:6]([C:8]([CH:11]([C:13]3[CH:14]=[C:15]4[C:19](=[CH:20][C:21]=3[F:22])[N:18]([CH3:23])[N:17]=[CH:16]4)C)=[CH:9][N:10]=2)[N:7]=1.ClC1C=CC2N(C(C(C3C=C4C(=CC=3F)N(C)N=C4)O)=CN=2)N=1, predict the reaction product. (2) Given the reactants [NH2:1][C:2]1[S:3][CH:4]([C:19]2[CH:24]=[CH:23][CH:22]=[CH:21][CH:20]=2)[C:5]([C:8]2[CH:9]=[CH:10][C:11]3[O:16][CH2:15][C:14](=[O:17])[NH:13][C:12]=3[CH:18]=2)=[CH:6][N:7]=1.C(N(CC)CC)C.[C:32](Cl)(=[O:34])[CH3:33].C([O-])(O)=O.[Na+], predict the reaction product. The product is: [C:32]([N:7]1[CH:6]=[C:5]([C:8]2[CH:9]=[CH:10][C:11]3[O:16][CH2:15][C:14](=[O:17])[NH:13][C:12]=3[CH:18]=2)[CH:4]([C:19]2[CH:20]=[CH:21][CH:22]=[CH:23][CH:24]=2)[S:3][C:2]1=[NH:1])(=[O:34])[CH3:33]. (3) Given the reactants C(OC([N:11]1[CH2:16][CH2:15][CH:14]([C:17](=[O:31])[NH:18][C:19]2[C:28]3[C:23](=[CH:24][CH:25]=[C:26]([O:29][CH3:30])[N:27]=3)[N:22]=[CH:21][CH:20]=2)[CH2:13][CH2:12]1)=O)C1C=CC=CC=1, predict the reaction product. The product is: [CH3:30][O:29][C:26]1[N:27]=[C:28]2[C:23](=[CH:24][CH:25]=1)[N:22]=[CH:21][CH:20]=[C:19]2[NH:18][C:17]([CH:14]1[CH2:15][CH2:16][NH:11][CH2:12][CH2:13]1)=[O:31].